From a dataset of Full USPTO retrosynthesis dataset with 1.9M reactions from patents (1976-2016). Predict the reactants needed to synthesize the given product. (1) Given the product [CH3:9][S:10]([O:8][CH:1]1[CH2:7][CH2:6][CH2:5][CH2:4][CH2:3][CH2:2]1)(=[O:12])=[O:11], predict the reactants needed to synthesize it. The reactants are: [CH:1]1([OH:8])[CH2:7][CH2:6][CH2:5][CH2:4][CH2:3][CH2:2]1.[CH3:9][S:10](Cl)(=[O:12])=[O:11]. (2) Given the product [Cl:1][C:2]1[C:11]2[C:6](=[CH:7][CH:8]=[C:9]([CH3:12])[CH:10]=2)[N:5]=[C:4]([N:13]2[CH2:19][C:18]3[CH:20]=[CH:21][C:22]([O:24][C:28]4[CH:33]=[CH:32][CH:31]=[CH:30][CH:29]=4)=[CH:23][C:17]=3[S:16](=[O:26])(=[O:25])[CH2:15][CH2:14]2)[CH:3]=1, predict the reactants needed to synthesize it. The reactants are: [Cl:1][C:2]1[C:11]2[C:6](=[CH:7][CH:8]=[C:9]([CH3:12])[CH:10]=2)[N:5]=[C:4]([N:13]2[CH2:19][C:18]3[CH:20]=[CH:21][C:22]([OH:24])=[CH:23][C:17]=3[S:16](=[O:26])(=[O:25])[CH2:15][CH2:14]2)[CH:3]=1.I[C:28]1[CH:33]=[CH:32][CH:31]=[CH:30][CH:29]=1.Cl.CN(C)CC(O)=O.C(=O)([O-])[O-].[K+].[K+]. (3) Given the product [O-:1][OH:2].[CH:3]([C:7]1[CH:12]=[CH:11][CH:10]=[CH:9][CH:8]=1)([CH2:5][CH3:6])[CH3:4].[CH:3]([C:7]1[CH:12]=[CH:11][CH:10]=[CH:9][CH:8]=1)([CH2:5][CH3:6])[CH3:4], predict the reactants needed to synthesize it. The reactants are: [O-:1][OH:2].[CH:3]([C:7]1[CH:12]=[CH:11][CH:10]=[CH:9][CH:8]=1)([CH2:5][CH3:6])[CH3:4]. (4) Given the product [CH3:1][O:2][C:3]1[CH:17]=[CH:16][C:6]([O:7][C:8]2[CH:15]=[CH:14][C:11]([CH2:12][N:32]3[CH2:33][CH2:34][CH:29]([C:25]4[CH:24]=[C:23]([NH:22][C:20](=[O:21])[CH:19]([CH3:18])[CH3:35])[CH:28]=[CH:27][CH:26]=4)[CH2:30][CH2:31]3)=[CH:10][CH:9]=2)=[CH:5][CH:4]=1, predict the reactants needed to synthesize it. The reactants are: [CH3:1][O:2][C:3]1[CH:17]=[CH:16][C:6]([O:7][C:8]2[CH:15]=[CH:14][C:11]([CH:12]=O)=[CH:10][CH:9]=2)=[CH:5][CH:4]=1.[CH3:18][CH:19]([CH3:35])[C:20]([NH:22][C:23]1[CH:28]=[CH:27][CH:26]=[C:25]([CH:29]2[CH2:34][CH2:33][NH:32][CH2:31][CH2:30]2)[CH:24]=1)=[O:21].